From a dataset of Cav3 T-type calcium channel HTS with 100,875 compounds. Binary Classification. Given a drug SMILES string, predict its activity (active/inactive) in a high-throughput screening assay against a specified biological target. (1) The drug is S(CC(=O)Nc1c(cccc1)C)c1n(nnn1)C. The result is 0 (inactive). (2) The molecule is Fc1ccc(CN2CCn3nc(cc3C2=O)C(OC)=O)cc1. The result is 0 (inactive). (3) The compound is o1c(c2nc(NCCC(C)C)c(c3CCCCc23)C#N)ccc1. The result is 0 (inactive). (4) The drug is s1c2n(c(c1)C)c(cc(=O)n2)C(OC)=O. The result is 0 (inactive).